This data is from Forward reaction prediction with 1.9M reactions from USPTO patents (1976-2016). The task is: Predict the product of the given reaction. Given the reactants [S:1]1[CH:5]=[CH:4][CH:3]=[C:2]1[CH:6]=O.[F:8][C:9]([F:13])([F:12])[CH2:10][NH2:11].[C:14]1(=[O:25])[O:20][C:18](=O)[C:17]2=[CH:21][CH:22]=[CH:23][CH:24]=[C:16]2[CH2:15]1.[CH3:26][O:27][C:28]1[CH:29]=[C:30]([CH:32]=[CH:33][CH:34]=1)[NH2:31], predict the reaction product. The product is: [CH3:26][O:27][C:28]1[CH:29]=[C:30]([NH:31][C:14]([CH:15]2[C:16]3[C:17](=[CH:21][CH:22]=[CH:23][CH:24]=3)[C:18](=[O:20])[N:11]([CH2:10][C:9]([F:13])([F:12])[F:8])[CH:6]2[C:2]2[S:1][CH:5]=[CH:4][CH:3]=2)=[O:25])[CH:32]=[CH:33][CH:34]=1.